Dataset: Full USPTO retrosynthesis dataset with 1.9M reactions from patents (1976-2016). Task: Predict the reactants needed to synthesize the given product. (1) Given the product [C:36]([O:35][C:33]([N:27]1[CH2:32][CH2:31][N:30]([CH2:21][C:12]2[C:13](=[O:20])[N:14]([CH2:16][CH:17]([CH3:18])[CH3:19])[N:15]=[C:10]([C:4]3[CH:5]=[CH:6][C:7]([O:8][CH3:9])=[C:2]([Cl:1])[CH:3]=3)[CH:11]=2)[CH2:29][CH2:28]1)=[O:34])([CH3:39])([CH3:37])[CH3:38], predict the reactants needed to synthesize it. The reactants are: [Cl:1][C:2]1[CH:3]=[C:4]([C:10]2[CH:11]=[C:12]([CH2:21]OS(C)(=O)=O)[C:13](=[O:20])[N:14]([CH2:16][CH:17]([CH3:19])[CH3:18])[N:15]=2)[CH:5]=[CH:6][C:7]=1[O:8][CH3:9].[N:27]1([C:33]([O:35][C:36]([CH3:39])([CH3:38])[CH3:37])=[O:34])[CH2:32][CH2:31][NH:30][CH2:29][CH2:28]1. (2) Given the product [BrH:32].[O:1]1[C:5]2[CH:6]=[CH:7][C:8]([CH2:10][CH2:11][N:12]3[CH2:16][CH2:15][C@@H:14]([C:17]([C:26]4[CH:31]=[CH:30][CH:29]=[CH:28][CH:27]=4)([C:20]4[CH:25]=[CH:24][CH:23]=[CH:22][CH:21]=4)[C:18]#[N:19])[CH2:13]3)=[CH:9][C:4]=2[CH2:3][CH2:2]1, predict the reactants needed to synthesize it. The reactants are: [O:1]1[C:5]2[CH:6]=[CH:7][C:8]([CH2:10][CH2:11][N:12]3[CH2:16][CH2:15][C@@H:14]([C:17]([C:26]4[CH:31]=[CH:30][CH:29]=[CH:28][CH:27]=4)([C:20]4[CH:25]=[CH:24][CH:23]=[CH:22][CH:21]=4)[C:18]#[N:19])[CH2:13]3)=[CH:9][C:4]=2[CH2:3][CH2:2]1.[BrH:32].